Dataset: Full USPTO retrosynthesis dataset with 1.9M reactions from patents (1976-2016). Task: Predict the reactants needed to synthesize the given product. (1) Given the product [CH2:15]1[C:26]2[C:27](=[CH:28][CH:29]=[C:24]([NH:23][C:19]3[N:18]=[C:17]([C:16]4[C:8]([C:4]5[CH:3]=[C:2]([NH:1][C:35](=[O:36])[C:34]6[CH:33]=[CH:32][CH:40]=[CH:39][CH:38]=6)[CH:7]=[CH:6][CH:5]=5)=[N:9][N:10]5[CH:15]=[CH:14][CH:13]=[CH:12][C:11]=45)[CH:22]=[CH:21][N:20]=3)[CH:25]=2)[CH2:12][CH2:11][NH:10]1, predict the reactants needed to synthesize it. The reactants are: [NH2:1][C:2]1[CH:3]=[C:4]([C:8]2[C:16]([C:17]3[CH:22]=[CH:21][N:20]=[C:19]([NH:23][C:24]4[CH:29]=[CH:28][CH:27]=[C:26](F)[CH:25]=4)[N:18]=3)=[C:11]3[CH:12]=[CH:13][CH:14]=[CH:15][N:10]3[N:9]=2)[CH:5]=[CH:6][CH:7]=1.Br[C:32]1[C:33](CC(C2SC=CC=2)=O)=[C:34]([CH:38]=[CH:39][C:40]=1F)[C:35](Cl)=[O:36]. (2) Given the product [NH2:8][C:6]1[CH:7]=[C:2]([Cl:1])[C:3]([C:11]#[N:12])=[N:4][CH:5]=1, predict the reactants needed to synthesize it. The reactants are: [Cl:1][C:2]1[C:3]([C:11]#[N:12])=[N:4][CH:5]=[C:6]([N+:8]([O-])=O)[CH:7]=1.[Cl-].[Ca+2].[Cl-]. (3) Given the product [CH3:29][O:28][CH:27]([O:30][CH3:31])[CH2:26][CH2:25][N:13]1[CH:14]=[C:9]([C:8]2[C:3]([Cl:2])=[N:4][CH:5]=[C:6]([F:17])[CH:7]=2)[C:10](=[O:16])[NH:11][C:12]1=[O:15], predict the reactants needed to synthesize it. The reactants are: Cl.[Cl:2][C:3]1[C:8]([C:9]2[C:10](=[O:16])[NH:11][C:12](=[O:15])[NH:13][CH:14]=2)=[CH:7][C:6]([F:17])=[CH:5][N:4]=1.C([O-])([O-])=O.[K+].[K+].Br[CH2:25][CH2:26][CH:27]([O:30][CH3:31])[O:28][CH3:29].O. (4) Given the product [Br:13][C:14]1[CH:19]=[C:18]([Si:23]([CH2:27][CH3:28])([CH2:25][CH3:26])[CH2:21][CH3:22])[C:17]([F:20])=[CH:16][N:15]=1, predict the reactants needed to synthesize it. The reactants are: C(NC(C)C)(C)C.C([Li])CCC.[Br:13][C:14]1[CH:19]=[CH:18][C:17]([F:20])=[CH:16][N:15]=1.[CH2:21]([Si:23]([CH2:27][CH3:28])([CH2:25][CH3:26])Cl)[CH3:22].Cl.[Cl-].[NH4+]. (5) Given the product [F:1][C:2]1[CH:3]=[C:4]([C:19]2[CH:24]=[CH:23][C:22]([C:25]([C@@H:27]3[CH2:31][CH2:30][CH2:29][C@H:28]3[C:32]([OH:34])=[O:33])=[O:26])=[CH:21][CH:20]=2)[CH:5]=[CH:6][C:7]=1[NH:8][C:9]1[O:10][C:11]2[CH:17]=[C:16]([CH3:18])[CH:15]=[CH:14][C:12]=2[N:13]=1, predict the reactants needed to synthesize it. The reactants are: [F:1][C:2]1[CH:3]=[C:4]([C:19]2[CH:24]=[CH:23][C:22]([C:25]([C@@H:27]3[CH2:31][CH2:30][CH2:29][C@H:28]3[C:32]([O:34]C)=[O:33])=[O:26])=[CH:21][CH:20]=2)[CH:5]=[CH:6][C:7]=1[NH:8][C:9]1[O:10][C:11]2[CH:17]=[C:16]([CH3:18])[CH:15]=[CH:14][C:12]=2[N:13]=1.[OH-].[Na+]. (6) Given the product [Cl:18][C:2]1[N:3]=[CH:4][C:5]([C:8]([OH:10])=[O:9])=[N:6][CH:7]=1, predict the reactants needed to synthesize it. The reactants are: O[C:2]1[N:3]=[CH:4][C:5]([C:8]([OH:10])=[O:9])=[N:6][CH:7]=1.CN(C)C=O.S(Cl)([Cl:18])=O. (7) Given the product [F:21][C:2]([F:20])([F:1])[C:3]1[N:8]=[CH:7][C:6]([NH:9][C:10]2[C:11]3[CH2:19][N:18]([C:23]4[C:28]([S:29]([CH3:32])(=[O:31])=[O:30])=[CH:27][CH:26]=[CH:25][N:24]=4)[CH2:17][CH2:16][C:12]=3[N:13]=[CH:14][N:15]=2)=[CH:5][CH:4]=1, predict the reactants needed to synthesize it. The reactants are: [F:1][C:2]([F:21])([F:20])[C:3]1[N:8]=[CH:7][C:6]([NH:9][C:10]2[C:11]3[CH2:19][NH:18][CH2:17][CH2:16][C:12]=3[N:13]=[CH:14][N:15]=2)=[CH:5][CH:4]=1.Cl[C:23]1[C:28]([S:29]([CH3:32])(=[O:31])=[O:30])=[CH:27][CH:26]=[CH:25][N:24]=1.C(N(CC)C(C)C)(C)C.